Dataset: Full USPTO retrosynthesis dataset with 1.9M reactions from patents (1976-2016). Task: Predict the reactants needed to synthesize the given product. (1) The reactants are: C(OC(OC(C)(C)C)=O)(OC(C)(C)C)=O.N[C@H](CO)C(C)C.[C:23]([NH:30][C@H:31]([CH2:35][OH:36])[CH:32]([CH3:34])[CH3:33])([O:25][C:26]([CH3:29])([CH3:28])[CH3:27])=[O:24].C(N(CC)C(C)C)(C)C.N1C=CC=CC=1.S(=O)(=O)=O. Given the product [C:23]([NH:30][C@H:31]([CH:35]=[O:36])[CH:32]([CH3:33])[CH3:34])([O:25][C:26]([CH3:27])([CH3:29])[CH3:28])=[O:24], predict the reactants needed to synthesize it. (2) Given the product [CH3:11][O:12][C:13]1[C:30]([O:31][CH3:32])=[C:29]([O:33][CH3:34])[CH:28]=[C:27]([CH3:35])[C:14]=1[C:15]([C:17]1[C:22]([O:23][CH3:24])=[CH:21][N:20]=[C:19]([Br:8])[C:18]=1[Cl:26])=[O:16], predict the reactants needed to synthesize it. The reactants are: CN(C)C=O.P(Br)(Br)([Br:8])=O.[CH3:11][O:12][C:13]1[C:30]([O:31][CH3:32])=[C:29]([O:33][CH3:34])[CH:28]=[C:27]([CH3:35])[C:14]=1[C:15]([C:17]1[C:22]([O:23][CH3:24])=[CH:21][N+:20]([O-])=[CH:19][C:18]=1[Cl:26])=[O:16]. (3) Given the product [CH2:1]=[CH:7][C@H:8]([OH:12])[CH2:13][CH2:14][CH2:15][C:16]#[CH:17], predict the reactants needed to synthesize it. The reactants are: [CH:1]1([C:7](C([O-])=O)(O)[C:8]([CH:13]2C[CH2:17][CH2:16][CH2:15][CH2:14]2)([OH:12])C([O-])=O)CCCCC1.C(OO)(C)(C)C.CCCCCCCCCC.